This data is from Forward reaction prediction with 1.9M reactions from USPTO patents (1976-2016). The task is: Predict the product of the given reaction. (1) Given the reactants [C:1]([O:4][C@@H:5]([CH2:12]/[CH:13]=[CH:14]\[CH2:15][CH2:16][CH2:17][CH2:18][CH2:19][CH2:20][CH2:21][CH:22]([OH:35])[CH2:23][CH2:24][CH2:25][CH2:26][CH2:27][CH2:28][CH2:29][CH2:30][CH2:31][CH2:32][CH2:33][CH3:34])[CH2:6][CH2:7][CH2:8][CH2:9][CH2:10][CH3:11])(=[O:3])[CH3:2].N1C=CC=CC=1.Cl[C:43](Cl)([O:45][C:46](=[O:52])OC(Cl)(Cl)Cl)Cl.[CH3:54][N:55]([CH3:60])[CH2:56][CH2:57]CO, predict the reaction product. The product is: [C:1]([O:4][C@@H:5]([CH2:12]/[CH:13]=[CH:14]\[CH2:15][CH2:16][CH2:17][CH2:18][CH2:19][CH2:20][CH2:21][CH:22]([O:35][C:46]([O:45][CH2:43][CH2:57][CH2:56][N:55]([CH3:60])[CH3:54])=[O:52])[CH2:23][CH2:24][CH2:25][CH2:26][CH2:27][CH2:28][CH2:29][CH2:30][CH2:31][CH2:32][CH2:33][CH3:34])[CH2:6][CH2:7][CH2:8][CH2:9][CH2:10][CH3:11])(=[O:3])[CH3:2]. (2) Given the reactants [Cl:1][CH2:2][C:3]([NH2:5])=[O:4].[C:6]1([P:12]([C:19]2[CH:24]=[CH:23][CH:22]=[CH:21][CH:20]=2)[C:13]2[CH:18]=[CH:17][CH:16]=[CH:15][CH:14]=2)[CH:11]=[CH:10][CH:9]=[CH:8][CH:7]=1.[N+](C)([O-])=O, predict the reaction product. The product is: [Cl-:1].[C:3]([CH2:2][P+:12]([C:13]1[CH:14]=[CH:15][CH:16]=[CH:17][CH:18]=1)([C:19]1[CH:24]=[CH:23][CH:22]=[CH:21][CH:20]=1)[C:6]1[CH:7]=[CH:8][CH:9]=[CH:10][CH:11]=1)(=[O:4])[NH2:5].